This data is from Peptide-MHC class I binding affinity with 185,985 pairs from IEDB/IMGT. The task is: Regression. Given a peptide amino acid sequence and an MHC pseudo amino acid sequence, predict their binding affinity value. This is MHC class I binding data. (1) The peptide sequence is EIFPNIKIY. The MHC is HLA-B44:02 with pseudo-sequence HLA-B44:02. The binding affinity (normalized) is 0.0847. (2) The peptide sequence is LVLQAGFFL. The MHC is HLA-A02:01 with pseudo-sequence HLA-A02:01. The binding affinity (normalized) is 0.708. (3) The peptide sequence is DTAKPTSVY. The MHC is HLA-A01:01 with pseudo-sequence HLA-A01:01. The binding affinity (normalized) is 0.303. (4) The peptide sequence is ECLRRRVTR. The MHC is HLA-A33:01 with pseudo-sequence HLA-A33:01. The binding affinity (normalized) is 0.492. (5) The peptide sequence is SFLAHLQWF. The MHC is HLA-A29:02 with pseudo-sequence HLA-A29:02. The binding affinity (normalized) is 0.254. (6) The peptide sequence is YELQKLNSW. The MHC is Mamu-A11 with pseudo-sequence Mamu-A11. The binding affinity (normalized) is 0.785. (7) The peptide sequence is ATICLKNEGV. The MHC is HLA-A02:03 with pseudo-sequence HLA-A02:03. The binding affinity (normalized) is 0.606. (8) The peptide sequence is NHINVELSM. The MHC is HLA-B38:01 with pseudo-sequence HLA-B38:01. The binding affinity (normalized) is 0.434. (9) The peptide sequence is NLLCHIYSL. The MHC is HLA-B15:03 with pseudo-sequence HLA-B15:03. The binding affinity (normalized) is 0.296. (10) The peptide sequence is CIITSLTGR. The MHC is Patr-A0101 with pseudo-sequence Patr-A0101. The binding affinity (normalized) is 0.663.